From a dataset of Reaction yield outcomes from USPTO patents with 853,638 reactions. Predict the reaction yield, written as a fraction of the theoretical maximum amount of product (1.0 means a 100% yield; for example, 0.34 means a 34% yield). (1) The reactants are [F:1][C:2]([F:16])([F:15])[C:3]1[CH:8]=[C:7]([C:9]([F:12])([F:11])[F:10])[CH:6]=[C:5]([NH2:13])[C:4]=1[NH2:14].[C:17]([O:21][C:22]([N:24]1[CH2:27][CH:26]([CH2:28][C:29](O)=[O:30])[CH2:25]1)=[O:23])([CH3:20])([CH3:19])[CH3:18].CN(C(ON1N=NC2C=CC=NC1=2)=[N+](C)C)C.F[P-](F)(F)(F)(F)F.C(N(CC)CC)C. The catalyst is ClCCl. The product is [NH2:14][C:4]1[C:3]([C:2]([F:15])([F:16])[F:1])=[CH:8][C:7]([C:9]([F:12])([F:11])[F:10])=[CH:6][C:5]=1[NH:13][C:29](=[O:30])[CH2:28][CH:26]1[CH2:27][N:24]([C:22]([O:21][C:17]([CH3:19])([CH3:18])[CH3:20])=[O:23])[CH2:25]1. The yield is 0.640. (2) The reactants are [OH:1][C:2]1[CH:3]=[C:4]2[C:9](=[CH:10][CH:11]=1)[C:8]([C:12]([OH:14])=[O:13])=[CH:7][CH:6]=[CH:5]2.Cl[C:16]1[C:25]2[C:20](=[CH:21][C:22]([O:26][CH3:27])=[CH:23][CH:24]=2)[N:19]=[CH:18][CH:17]=1. No catalyst specified. The product is [CH3:27][O:26][C:22]1[CH:21]=[C:20]2[C:25]([C:16]([O:1][C:2]3[CH:3]=[C:4]4[C:9](=[CH:10][CH:11]=3)[C:8]([C:12]([OH:14])=[O:13])=[CH:7][CH:6]=[CH:5]4)=[CH:17][CH:18]=[N:19]2)=[CH:24][CH:23]=1. The yield is 0.660.